This data is from Full USPTO retrosynthesis dataset with 1.9M reactions from patents (1976-2016). The task is: Predict the reactants needed to synthesize the given product. (1) Given the product [C:1]([O:5][C:6]([N:8]1[CH2:19][CH2:18][N:17]([CH2:20][CH2:21][CH2:22][NH:23][C:24](=[O:44])[C@H:25]([NH2:34])[CH2:26][C:27]2[CH:28]=[CH:29][C:30]([OH:33])=[CH:31][CH:32]=2)[CH2:16][CH2:15][N:14]([C:45]([O:47][C:48]([CH3:50])([CH3:49])[CH3:51])=[O:46])[CH2:13][CH2:12][N:11]([C:52]([O:54][C:55]([CH3:58])([CH3:57])[CH3:56])=[O:53])[CH2:10][CH2:9]1)=[O:7])([CH3:4])([CH3:2])[CH3:3], predict the reactants needed to synthesize it. The reactants are: [C:1]([O:5][C:6]([N:8]1[CH2:19][CH2:18][N:17]([CH2:20][CH2:21][CH2:22][NH:23][C:24](=[O:44])[C@@H:25]([NH:34]C(OC2C=CC=CC=2)=O)[CH2:26][C:27]2[CH:32]=[CH:31][C:30]([OH:33])=[CH:29][CH:28]=2)[CH2:16][CH2:15][N:14]([C:45]([O:47][C:48]([CH3:51])([CH3:50])[CH3:49])=[O:46])[CH2:13][CH2:12][N:11]([C:52]([O:54][C:55]([CH3:58])([CH3:57])[CH3:56])=[O:53])[CH2:10][CH2:9]1)=[O:7])([CH3:4])([CH3:3])[CH3:2]. (2) Given the product [NH2:1][C:2]1[C:7]([C:8]([C:10]2[CH:15]=[CH:14][CH:13]=[CH:12][C:11]=2[O:16][CH3:17])=[O:9])=[CH:6][N:5]=[C:4]([NH:38][C:35]2[CH:34]=[CH:33][C:32]([N:29]3[CH2:28][CH2:27][N:26]([CH:23]([CH3:25])[CH3:24])[CH2:31][CH2:30]3)=[CH:37][CH:36]=2)[N:3]=1, predict the reactants needed to synthesize it. The reactants are: [NH2:1][C:2]1[C:7]([C:8]([C:10]2[CH:15]=[CH:14][CH:13]=[CH:12][C:11]=2[O:16][CH3:17])=[O:9])=[CH:6][N:5]=[C:4](S(CC)(=O)=O)[N:3]=1.[CH:23]([N:26]1[CH2:31][CH2:30][N:29]([C:32]2[CH:37]=[CH:36][C:35]([NH2:38])=[CH:34][CH:33]=2)[CH2:28][CH2:27]1)([CH3:25])[CH3:24].